From a dataset of CYP2D6 inhibition data for predicting drug metabolism from PubChem BioAssay. Regression/Classification. Given a drug SMILES string, predict its absorption, distribution, metabolism, or excretion properties. Task type varies by dataset: regression for continuous measurements (e.g., permeability, clearance, half-life) or binary classification for categorical outcomes (e.g., BBB penetration, CYP inhibition). Dataset: cyp2d6_veith. (1) The drug is CCCCn1c(O)c(C=NCCN2CCCCC2)c(=O)[nH]c1=O. The result is 0 (non-inhibitor). (2) The drug is O=C(O)CONC(=O)c1cc(OCC(F)(F)F)ccc1OCC(F)(F)F. The result is 0 (non-inhibitor). (3) The compound is CCOC(=O)C1CCCN(C(=O)c2sc3nc(-c4ccc(OC)cc4)cn3c2C)C1. The result is 0 (non-inhibitor). (4) The compound is COc1ccc(OC)c(C2N(c3cc(C)on3)C(=O)C3CCCN32)c1. The result is 0 (non-inhibitor).